From a dataset of Catalyst prediction with 721,799 reactions and 888 catalyst types from USPTO. Predict which catalyst facilitates the given reaction. (1) Reactant: C(Cl)(=O)C(Cl)=O.CS(C)=O.[OH:11][CH2:12][C:13]1([CH3:28])[CH2:17][CH:16]2[CH:18]([CH3:27])[C:19]([N+:24]([O-:26])=[O:25])=[C:20]([CH3:23])[C:21]([CH3:22])=[C:15]2[O:14]1.Cl. Product: [CH3:28][C:13]1([CH:12]=[O:11])[CH2:17][CH:16]2[CH:18]([CH3:27])[C:19]([N+:24]([O-:26])=[O:25])=[C:20]([CH3:23])[C:21]([CH3:22])=[C:15]2[O:14]1. The catalyst class is: 347. (2) Reactant: [NH2:1][C:2]1[CH:3]=[C:4]([CH3:16])[CH:5]=[C:6]2[C:10]=1[NH:9][C:8]([C:11]([O:13][CH2:14][CH3:15])=[O:12])=[CH:7]2.[S:17]1[CH:21]=[CH:20][CH:19]=[C:18]1[S:22](Cl)(=[O:24])=[O:23]. Product: [CH3:16][C:4]1[CH:5]=[C:6]2[C:10](=[C:2]([NH:1][S:22]([C:18]3[S:17][CH:21]=[CH:20][CH:19]=3)(=[O:24])=[O:23])[CH:3]=1)[NH:9][C:8]([C:11]([O:13][CH2:14][CH3:15])=[O:12])=[CH:7]2. The catalyst class is: 17. (3) Reactant: Br[C:2]1[CH:3]=[C:4]([C:8]2[C:16]3[C:11](=[N:12][C:13]([NH:17][CH2:18][CH2:19][N:20]4[CH2:25][CH2:24][O:23][CH2:22][CH2:21]4)=[N:14][CH:15]=3)[N:10]([CH2:26][O:27][CH2:28][CH2:29][Si:30]([CH3:33])([CH3:32])[CH3:31])[N:9]=2)[CH:5]=[CH:6][CH:7]=1.[Cl:34][C:35]1[CH:42]=[CH:41][CH:40]=[CH:39][C:36]=1[CH2:37][NH2:38].CN(C1C(C2C(P(C3CCCCC3)C3CCCCC3)=CC=CC=2)=CC=CC=1)C.C(O[Na])(C)(C)C. Product: [Cl:34][C:35]1[CH:42]=[CH:41][CH:40]=[CH:39][C:36]=1[CH2:37][NH:38][C:2]1[CH:3]=[C:4]([C:8]2[C:16]3[C:11](=[N:12][C:13]([NH:17][CH2:18][CH2:19][N:20]4[CH2:25][CH2:24][O:23][CH2:22][CH2:21]4)=[N:14][CH:15]=3)[N:10]([CH2:26][O:27][CH2:28][CH2:29][Si:30]([CH3:33])([CH3:32])[CH3:31])[N:9]=2)[CH:5]=[CH:6][CH:7]=1. The catalyst class is: 62. (4) Reactant: [CH2:1]([CH:4]1[CH2:8][N:7]([CH2:9][N:10]2[CH:14]=[CH:13][CH:12]=[CH:11]2)[C:6](=[O:15])[CH2:5]1)[CH2:2][CH3:3].[Cl:16]N1C(=O)CCC1=O.C(Cl)(Cl)(Cl)Cl. Product: [Cl:16][C:14]1[N:10]([CH2:9][N:7]2[CH2:8][CH:4]([CH2:1][CH2:2][CH3:3])[CH2:5][C:6]2=[O:15])[CH:11]=[CH:12][CH:13]=1. The catalyst class is: 1. (5) Reactant: C([O:3][C:4]([C:6]1[N:7]=[C:8]([CH3:30])[S:9][C:10]=1[NH:11][C:12]([C:14]1[C:19]([NH:20][C:21]2[CH:22]=[N:23][CH:24]=[N:25][CH:26]=2)=[N:18][CH:17]=[C:16]([CH:27]2[CH2:29][CH2:28]2)[N:15]=1)=[O:13])=[O:5])C.[OH-].[Li+]. Product: [CH:27]1([C:16]2[N:15]=[C:14]([C:12]([NH:11][C:10]3[S:9][C:8]([CH3:30])=[N:7][C:6]=3[C:4]([OH:5])=[O:3])=[O:13])[C:19]([NH:20][C:21]3[CH:26]=[N:25][CH:24]=[N:23][CH:22]=3)=[N:18][CH:17]=2)[CH2:29][CH2:28]1. The catalyst class is: 219. (6) The catalyst class is: 1. Product: [NH2:38][C:33]1[N:34]=[C:35]([CH3:37])[N:36]=[C:31]([C:26]2[C:25]([NH:1][C:2]3[CH:3]=[C:4]([NH:9][S:10]([CH3:13])(=[O:12])=[O:11])[C:5]([Cl:8])=[N:6][CH:7]=3)=[N:30][CH:29]=[CH:28][N:27]=2)[CH:32]=1. Reactant: [NH2:1][C:2]1[CH:3]=[C:4]([NH:9][S:10]([CH3:13])(=[O:12])=[O:11])[C:5]([Cl:8])=[N:6][CH:7]=1.C[Si]([N-][Si](C)(C)C)(C)C.[Na+].F[C:25]1[C:26]([C:31]2[N:36]=[C:35]([CH3:37])[N:34]=[C:33]([NH2:38])[CH:32]=2)=[N:27][CH:28]=[CH:29][N:30]=1.